Task: Predict the reactants needed to synthesize the given product.. Dataset: Full USPTO retrosynthesis dataset with 1.9M reactions from patents (1976-2016) (1) Given the product [CH2:1]([O:30][C:13]1[CH:12]=[C:11]([O:31][CH2:1][C:2]2[CH:7]=[CH:6][CH:5]=[CH:4][CH:3]=2)[C:10]([Br:9])=[CH:15][C:14]=1[C:16]1[O:20][N:19]=[C:18]([CH3:21])[C:17]=1[C:22]1[CH:23]=[CH:24][C:25]([O:28][CH3:29])=[CH:26][CH:27]=1)[C:2]1[CH:7]=[CH:6][CH:5]=[CH:4][CH:3]=1, predict the reactants needed to synthesize it. The reactants are: [CH2:1](Br)[C:2]1[CH:7]=[CH:6][CH:5]=[CH:4][CH:3]=1.[Br:9][C:10]1[CH:15]=[C:14]([C:16]2[O:20][N:19]=[C:18]([CH3:21])[C:17]=2[C:22]2[CH:27]=[CH:26][C:25]([O:28][CH3:29])=[CH:24][CH:23]=2)[C:13]([OH:30])=[CH:12][C:11]=1[OH:31].C(=O)([O-])[O-].[Cs+].[Cs+].O. (2) Given the product [C:18]([O:22][C:23]([N:9]1[CH:8]([C:13]([OH:15])=[O:14])[CH2:7][C:6]2[C:11](=[CH:12][C:3]([Cl:2])=[CH:4][CH:5]=2)[CH2:10]1)=[O:24])([CH3:21])([CH3:20])[CH3:19], predict the reactants needed to synthesize it. The reactants are: Cl.[Cl:2][C:3]1[CH:12]=[C:11]2[C:6]([CH2:7][CH:8]([C:13]([OH:15])=[O:14])[NH:9][CH2:10]2)=[CH:5][CH:4]=1.[OH-].[Na+].[C:18]([O:22][C:23](O[C:23]([O:22][C:18]([CH3:21])([CH3:20])[CH3:19])=[O:24])=[O:24])([CH3:21])([CH3:20])[CH3:19].